Dataset: Forward reaction prediction with 1.9M reactions from USPTO patents (1976-2016). Task: Predict the product of the given reaction. (1) The product is: [OH:67][B:62]1[C:61]2[CH:68]=[CH:69][C:58]([CH2:57][NH:56][C:24]([C:21]3[C:20]4[N:16]([CH:17]=[CH:18][CH:19]=4)[C:15]([C:12]4[CH2:11][C:10]([C:4]5[CH:3]=[C:2]([Cl:1])[C:7]([Cl:8])=[C:6]([Cl:9])[CH:5]=5)([C:27]([F:30])([F:29])[F:28])[O:14][N:13]=4)=[CH:23][CH:22]=3)=[O:25])=[CH:59][C:60]=2[C:64]([CH3:66])([CH3:65])[O:63]1. Given the reactants [Cl:1][C:2]1[CH:3]=[C:4]([C:10]2([C:27]([F:30])([F:29])[F:28])[O:14][N:13]=[C:12]([C:15]3[N:16]4[C:20]([C:21]([C:24](O)=[O:25])=[CH:22][CH:23]=3)=[CH:19][CH:18]=[CH:17]4)[CH2:11]2)[CH:5]=[C:6]([Cl:9])[C:7]=1[Cl:8].CN(C(ON1N=NC2C=CC=NC1=2)=[N+](C)C)C.F[P-](F)(F)(F)(F)F.Cl.[NH2:56][CH2:57][C:58]1[CH:69]=[CH:68][C:61]2[B:62]([OH:67])[O:63][C:64]([CH3:66])([CH3:65])[C:60]=2[CH:59]=1.Cl, predict the reaction product. (2) Given the reactants Cl[C:2]1[C:3](=[O:11])[N:4]([CH2:9][CH3:10])[C:5](=[O:8])[C:6]=1[Cl:7].[SH:12][C:13]1[CH:18]=[CH:17][CH:16]=[CH:15][C:14]=1[OH:19], predict the reaction product. The product is: [Cl:7][C:6]1[C:5](=[O:8])[N:4]([CH2:9][CH3:10])[C:3](=[O:11])[C:2]=1[S:12][C:13]1[CH:18]=[CH:17][CH:16]=[CH:15][C:14]=1[OH:19]. (3) Given the reactants C12(CS(O)(=O)=O)C(C)(C)C(CC1)CC2=O.[CH3:16][O:17][CH2:18][CH2:19][N:20]1[CH2:26][CH2:25][C:24]2[CH:27]=[C:28]([NH2:31])[CH:29]=[CH:30][C:23]=2[CH2:22][CH2:21]1.Cl[C:33]1[N:38]=[C:37]([NH:39][C:40]2[CH:45]=[CH:44][CH:43]=[CH:42][C:41]=2[S:46]([CH:49]([CH3:51])[CH3:50])(=[O:48])=[O:47])[C:36]([Cl:52])=[CH:35][N:34]=1.C(=O)([O-])[O-], predict the reaction product. The product is: [Cl:52][C:36]1[C:37]([NH:39][C:40]2[CH:45]=[CH:44][CH:43]=[CH:42][C:41]=2[S:46]([CH:49]([CH3:51])[CH3:50])(=[O:48])=[O:47])=[N:38][C:33]([NH:31][C:28]2[CH:29]=[CH:30][C:23]3[CH2:22][CH2:21][N:20]([CH2:19][CH2:18][O:17][CH3:16])[CH2:26][CH2:25][C:24]=3[CH:27]=2)=[N:34][CH:35]=1. (4) Given the reactants [Cl:1][C:2]1[C:7]([O:8][CH3:9])=[CH:6][C:5]([O:10][CH3:11])=[C:4]([Cl:12])[C:3]=1[C:13]1[C:24](=[O:25])[N:23]([CH2:26][CH2:27][NH:28]C(=O)OC(C)(C)C)[C:16]2[N:17]=[C:18]([S:21][CH3:22])[N:19]=[CH:20][C:15]=2[CH:14]=1.C(O)(C(F)(F)F)=O, predict the reaction product. The product is: [NH2:28][CH2:27][CH2:26][N:23]1[C:16]2[N:17]=[C:18]([S:21][CH3:22])[N:19]=[CH:20][C:15]=2[CH:14]=[C:13]([C:3]2[C:2]([Cl:1])=[C:7]([O:8][CH3:9])[CH:6]=[C:5]([O:10][CH3:11])[C:4]=2[Cl:12])[C:24]1=[O:25]. (5) Given the reactants [OH:1][CH:2]1[CH2:7][CH2:6][N:5](CC2C=CC=CC=2)[CH2:4][CH:3]1[CH2:15][NH:16][C:17](=[O:23])[O:18][C:19]([CH3:22])([CH3:21])[CH3:20], predict the reaction product. The product is: [OH:1][CH:2]1[CH2:7][CH2:6][NH:5][CH2:4][CH:3]1[CH2:15][NH:16][C:17](=[O:23])[O:18][C:19]([CH3:21])([CH3:20])[CH3:22]. (6) Given the reactants C([N+](CCCC)(CCCC)CCCC)CCC.[P:18]([O:22][CH2:23][C@@H:24]1[C@@H:28]([O:29][P:30]([O:33][CH2:34][C@@H:35]2[C@@H:39]([OH:40])[C@@H:38]([OH:41])[C@H:37]([N:42]3[CH:50]=[N:49][C:48]4[C:43]3=[N:44][CH:45]=[N:46][C:47]=4[NH2:51])[O:36]2)([OH:32])=[O:31])[CH2:27][C@H:26]([N:52]2[CH:57]=[CH:56][C:55]([NH2:58])=[N:54][C:53]2=[O:59])[O:25]1)([OH:21])([OH:20])=[O:19].[N:60]([C:63]1[CH:92]=[CH:91][C:66]([CH2:67][O:68][C:69]([NH:71][CH2:72][CH2:73][CH2:74][CH2:75][C@H:76]([NH:83][C:84]([O:86][C:87]([CH3:90])([CH3:89])[CH3:88])=[O:85])[C:77](OCC#N)=[O:78])=[O:70])=[CH:65][CH:64]=1)=[N+:61]=[N-:62], predict the reaction product. The product is: [N:60]([C:63]1[CH:92]=[CH:91][C:66]([CH2:67][O:68][C:69]([NH:71][CH2:72][CH2:73][CH2:74][CH2:75][C@@H:76]([NH:83][C:84]([O:86][C:87]([CH3:88])([CH3:89])[CH3:90])=[O:85])[C:77]([O:40][C@H:39]2[C@@H:38]([OH:41])[C@H:37]([N:42]3[CH:50]=[N:49][C:48]4[C:43]3=[N:44][CH:45]=[N:46][C:47]=4[NH2:51])[O:36][C@H:35]2[CH2:34][O:33][P:30]([O:29][C@H:28]2[CH2:27][C@H:26]([N:52]3[CH:57]=[CH:56][C:55]([NH2:58])=[N:54][C:53]3=[O:59])[O:25][C@@H:24]2[CH2:23][O:22][P:18]([OH:21])([OH:20])=[O:19])([OH:32])=[O:31])=[O:78])=[O:70])=[CH:65][CH:64]=1)=[N+:61]=[N-:62]. (7) The product is: [F:1][C:2]1[CH:11]=[C:10]2[C:5]([CH:6]=[C:7]([CH2:19][CH2:20][CH3:21])[C:8]([C:13]3[CH:18]=[CH:17][CH:16]=[CH:15][CH:14]=3)=[C:9]2[O:12][C:25]2[CH:32]=[CH:31][C:28]([CH:29]=[O:30])=[CH:27][CH:26]=2)=[CH:4][C:3]=1[O:22][CH3:23]. Given the reactants [F:1][C:2]1[CH:11]=[C:10]2[C:5]([CH:6]=[C:7]([CH2:19][CH2:20][CH3:21])[C:8]([C:13]3[CH:18]=[CH:17][CH:16]=[CH:15][CH:14]=3)=[C:9]2[OH:12])=[CH:4][C:3]=1[O:22][CH3:23].F[C:25]1[CH:32]=[CH:31][C:28]([CH:29]=[O:30])=[CH:27][CH:26]=1.C([O-])([O-])=O.[Cs+].[Cs+].O, predict the reaction product.